From a dataset of Forward reaction prediction with 1.9M reactions from USPTO patents (1976-2016). Predict the product of the given reaction. (1) The product is: [CH2:16]([S:18][C:7]1[CH:12]=[CH:11][C:10]2[O:13][CH2:14][O:15][C:9]=2[CH:8]=1)[CH3:17]. Given the reactants [Li]CCCC.Br[C:7]1[CH:12]=[CH:11][C:10]2[O:13][CH2:14][O:15][C:9]=2[CH:8]=1.[CH2:16]([S:18]SCC)[CH3:17].O, predict the reaction product. (2) Given the reactants [Cl:1][C:2]1[CH:11]=[CH:10][C:9]2[C:8](=[O:12])[CH2:7][C:6]([CH3:14])([CH3:13])[CH2:5][C:4]=2[N:3]=1.[CH2:15]([OH:22])[C:16]1[CH:21]=[CH:20][CH:19]=[CH:18][CH:17]=1, predict the reaction product. The product is: [ClH:1].[CH2:15]([O:22][C:2]1[CH:11]=[CH:10][C:9]2[C:8](=[O:12])[CH2:7][C:6]([CH3:14])([CH3:13])[CH2:5][C:4]=2[N:3]=1)[C:16]1[CH:21]=[CH:20][CH:19]=[CH:18][CH:17]=1. (3) Given the reactants Br[C:2]1[CH:10]=[CH:9][C:8]2[C:4](=[CH:5][N:6]([CH3:11])[N:7]=2)[C:3]=1[CH:12]1[CH2:14][CH:13]1[CH2:15][NH:16][C:17](=[O:19])[CH3:18].[CH:20]1(B(O)O)[CH2:22][CH2:21]1.C(=O)([O-])[O-].[K+].[K+].COCCOC, predict the reaction product. The product is: [CH:20]1([C:2]2[CH:10]=[CH:9][C:8]3[C:4](=[CH:5][N:6]([CH3:11])[N:7]=3)[C:3]=2[CH:12]2[CH2:14][CH:13]2[CH2:15][NH:16][C:17](=[O:19])[CH3:18])[CH2:22][CH2:21]1. (4) Given the reactants C(OC(=O)[NH:7][C:8]1[CH:13]=[CH:12][CH:11]=[C:10]([C:14](=[O:28])[NH:15][C@H:16]([C:18]2[C:27]3[C:22](=[CH:23][CH:24]=[CH:25][CH:26]=3)[CH:21]=[CH:20][CH:19]=2)[CH3:17])[CH:9]=1)(C)(C)C, predict the reaction product. The product is: [NH2:7][C:8]1[CH:9]=[C:10]([CH:11]=[CH:12][CH:13]=1)[C:14]([NH:15][C@H:16]([C:18]1[C:27]2[C:22](=[CH:23][CH:24]=[CH:25][CH:26]=2)[CH:21]=[CH:20][CH:19]=1)[CH3:17])=[O:28]. (5) Given the reactants Br[C:2]1[CH:3]=[C:4]2[C:8](=[CH:9][CH:10]=1)[N:7]([CH3:11])[N:6]=[C:5]2[NH2:12].[CH:13]1([N:16]2[CH2:21][C:20]3([CH2:26][CH2:25][N:24]([S:27]([C:30]4[CH:35]=[CH:34][C:33](B5OC(C)(C)C(C)(C)O5)=[CH:32][CH:31]=4)(=[O:29])=[O:28])[CH2:23][CH2:22]3)[O:19][CH2:18][C:17]2=[O:45])[CH2:15][CH2:14]1, predict the reaction product. The product is: [NH2:12][C:5]1[C:4]2[C:8](=[CH:9][CH:10]=[C:2]([C:33]3[CH:34]=[CH:35][C:30]([S:27]([N:24]4[CH2:25][CH2:26][C:20]5([O:19][CH2:18][C:17](=[O:45])[N:16]([CH:13]6[CH2:14][CH2:15]6)[CH2:21]5)[CH2:22][CH2:23]4)(=[O:29])=[O:28])=[CH:31][CH:32]=3)[CH:3]=2)[N:7]([CH3:11])[N:6]=1. (6) Given the reactants Cl[C:2]1[N:6]([CH3:7])[N:5]=[CH:4][C:3]=1[N+:8]([O-:10])=[O:9].[CH3:11][N:12]1[CH2:17][CH2:16][NH:15][CH2:14][CH2:13]1, predict the reaction product. The product is: [CH3:11][N:12]1[CH2:17][CH2:16][N:15]([C:2]2[N:6]([CH3:7])[N:5]=[CH:4][C:3]=2[N+:8]([O-:10])=[O:9])[CH2:14][CH2:13]1. (7) Given the reactants [OH:1][CH:2]([C:6]1[CH:11]=[CH:10][C:9]([C:12]2[N:16]=[C:15]([C:17]3[C:21]([C:22]([F:25])([F:24])[F:23])=[C:20]([C:26]4[CH:31]=[CH:30][CH:29]=[CH:28][CH:27]=4)[O:19][N:18]=3)[O:14][N:13]=2)=[CH:8][CH:7]=1)[C:3]([OH:5])=O.[N:32]1([CH2:37][CH2:38][CH2:39][NH2:40])[CH:36]=[CH:35][N:34]=[CH:33]1.CN(C([O:48]N1N=NC2C=CC=NC1=2)=[N+](C)C)C.F[P-](F)(F)(F)(F)F.CN1CCOCC1.CN([CH:75]=[O:76])C, predict the reaction product. The product is: [N:32]1([CH2:37][CH2:38][CH2:39][NH:40][C:3](=[O:5])[CH:2]([OH:1])[C:6]2[CH:7]=[CH:8][C:9]([C:12]3[N:16]=[C:15]([C:17]4[C:21]([C:22]([F:23])([F:25])[F:24])=[C:20]([C:26]5[CH:31]=[CH:30][CH:29]=[CH:28][CH:27]=5)[O:19][N:18]=4)[O:14][N:13]=3)=[CH:10][CH:11]=2)[CH:36]=[CH:35][N:34]=[CH:33]1.[C:75]([OH:76])([C:22]([F:25])([F:24])[F:23])=[O:48]. (8) Given the reactants [NH2:1][C:2]1[NH:3][C:4](=[O:22])[C:5]2[CH:10]=[C:9]([CH2:11][CH2:12][CH2:13][C:14]3[CH:15]=[C:16]([C:19]([OH:21])=O)[S:17][CH:18]=3)[NH:8][C:6]=2[N:7]=1.CN1CCOCC1.ClC1N=C(OC)N=C(OC)N=1.Cl.[CH2:42]([O:44][C:45](=[O:55])[C@H:46]([CH2:48][CH2:49][C:50]([O:52][CH2:53][CH3:54])=[O:51])[NH2:47])[CH3:43], predict the reaction product. The product is: [CH2:42]([O:44][C:45](=[O:55])[C@@H:46]([NH:47][C:19]([C:16]1[S:17][CH:18]=[C:14]([CH2:13][CH2:12][CH2:11][C:9]2[NH:8][C:6]3[N:7]=[C:2]([NH2:1])[NH:3][C:4](=[O:22])[C:5]=3[CH:10]=2)[CH:15]=1)=[O:21])[CH2:48][CH2:49][C:50]([O:52][CH2:53][CH3:54])=[O:51])[CH3:43].